Predict the product of the given reaction. From a dataset of Forward reaction prediction with 1.9M reactions from USPTO patents (1976-2016). Given the reactants [C:1]([N:5]1[C:9]([C:10]2[CH:15]=[CH:14][C:13]([Cl:16])=[CH:12][CH:11]=2)=[CH:8][C:7]([CH2:17][CH2:18][CH:19]=O)=[N:6]1)([CH3:4])([CH3:3])[CH3:2].[CH3:21][C:22]1[CH:23]=[C:24]([N:29]2[CH2:34][CH2:33][NH:32][CH2:31][CH2:30]2)[CH:25]=[CH:26][C:27]=1[CH3:28].CCN(C(C)C)C(C)C.[BH-](OC(C)=O)(OC(C)=O)OC(C)=O.[Na+], predict the reaction product. The product is: [C:1]([N:5]1[C:9]([C:10]2[CH:15]=[CH:14][C:13]([Cl:16])=[CH:12][CH:11]=2)=[CH:8][C:7]([CH2:17][CH2:18][CH2:19][N:32]2[CH2:33][CH2:34][N:29]([C:24]3[CH:25]=[CH:26][C:27]([CH3:28])=[C:22]([CH3:21])[CH:23]=3)[CH2:30][CH2:31]2)=[N:6]1)([CH3:4])([CH3:3])[CH3:2].